From a dataset of Catalyst prediction with 721,799 reactions and 888 catalyst types from USPTO. Predict which catalyst facilitates the given reaction. (1) Reactant: [F:1][C:2]1[CH:10]=[CH:9][C:8]2[N:7]([CH2:11][C:12]3[CH:21]=[CH:20][C:15]([C:16]([O:18][CH3:19])=[O:17])=[CH:14][CH:13]=3)[C:6]3[CH2:22][CH2:23][N:24]([CH2:27][CH2:28]O)[C:25](=[O:26])[C:5]=3[C:4]=2[CH:3]=1.CCN(C(C)C)C(C)C.CS(Cl)(=O)=O.[NH:44]1[CH2:49][CH2:48][O:47][CH2:46][CH2:45]1. Product: [F:1][C:2]1[CH:10]=[CH:9][C:8]2[N:7]([CH2:11][C:12]3[CH:21]=[CH:20][C:15]([C:16]([O:18][CH3:19])=[O:17])=[CH:14][CH:13]=3)[C:6]3[CH2:22][CH2:23][N:24]([CH2:27][CH2:28][N:44]4[CH2:49][CH2:48][O:47][CH2:46][CH2:45]4)[C:25](=[O:26])[C:5]=3[C:4]=2[CH:3]=1. The catalyst class is: 10. (2) Reactant: C[Si](C)(C)[N-][Si](C)(C)C.[Na+].[CH2:11]([C@H:18]1[CH2:22][O:21][C:20](=[O:23])[N:19]1[C:24](=[O:34])[CH2:25][C:26]1[CH:31]=[CH:30][CH:29]=[CH:28][C:27]=1[O:32][CH3:33])[C:12]1[CH:17]=[CH:16][CH:15]=[CH:14][CH:13]=1.[CH3:35]I. Product: [CH2:11]([C@H:18]1[CH2:22][O:21][C:20](=[O:23])[N:19]1[C:24](=[O:34])[C@H:25]([C:26]1[CH:31]=[CH:30][CH:29]=[CH:28][C:27]=1[O:32][CH3:33])[CH3:35])[C:12]1[CH:17]=[CH:16][CH:15]=[CH:14][CH:13]=1. The catalyst class is: 1. (3) Reactant: [CH2:1]([NH:5][C:6]([N:8]1[CH2:13][CH2:12][CH:11]([C:14]2[CH:19]=[CH:18][C:17]([O:20]CC3C=CC=CC=3)=[CH:16][C:15]=2[O:28]CC2C=CC=CC=2)[CH2:10][CH2:9]1)=[O:7])[CH2:2][CH2:3][CH3:4]. Product: [CH2:1]([NH:5][C:6]([N:8]1[CH2:9][CH2:10][CH:11]([C:14]2[CH:19]=[CH:18][C:17]([OH:20])=[CH:16][C:15]=2[OH:28])[CH2:12][CH2:13]1)=[O:7])[CH2:2][CH2:3][CH3:4]. The catalyst class is: 19. (4) Reactant: [OH:1][C:2]1[CH:11]=[CH:10][CH:9]=[CH:8][C:3]=1[C:4]([NH:6][NH2:7])=[O:5].[F:12][C:13]([F:25])([F:24])[C:14](=O)[CH2:15][C:16]([C:18]1[O:19][CH:20]=[CH:21][CH:22]=1)=[O:17].C(O)C. Product: [OH:1][C:2]1[CH:11]=[CH:10][CH:9]=[CH:8][C:3]=1[C:4]([NH:6][N:7]=[C:14]([CH2:15][C:16]([C:18]1[O:19][CH:20]=[CH:21][CH:22]=1)=[O:17])[C:13]([F:12])([F:25])[F:24])=[O:5]. The catalyst class is: 2. (5) Reactant: [Cl:1][C:2]1[C:16]([Cl:17])=[CH:15][C:5]2[NH:6][C:7]([C:9](=[O:14])[C:10]([F:13])([F:12])[F:11])=[N:8][C:4]=2[CH:3]=1.[CH2:18](Br)[CH:19]=[CH:20][C:21]1[CH:26]=[CH:25][CH:24]=[CH:23][CH:22]=1.[In].Cl. Product: [Cl:17][C:16]1[C:2]([Cl:1])=[CH:3][C:4]2[NH:8][C:7]([C:9]([OH:14])([CH:20]([C:21]3[CH:26]=[CH:25][CH:24]=[CH:23][CH:22]=3)[CH:19]=[CH2:18])[C:10]([F:13])([F:11])[F:12])=[N:6][C:5]=2[CH:15]=1. The catalyst class is: 299. (6) Reactant: B(O)O.[C:4]([O:8][C:9](=[O:20])[NH:10][CH2:11][C:12]1[CH:17]=[C:16]([F:18])[CH:15]=[CH:14][C:13]=1[NH2:19])([CH3:7])([CH3:6])[CH3:5].CC[N:23]([CH2:26][CH3:27])[CH2:24][CH3:25]. Product: [C:4]([O:8][C:9](=[O:20])[NH:10][CH2:11][C:12]1[CH:17]=[C:16]([F:18])[CH:15]=[CH:14][C:13]=1[NH:19][C:14]1[CH:13]=[C:12]2[C:26](=[CH:27][CH:15]=1)[N:23]([CH2:24][CH:25]1[CH2:6][CH2:4][CH2:5]1)[N:10]=[CH:11]2)([CH3:7])([CH3:5])[CH3:6]. The catalyst class is: 749.